Dataset: Reaction yield outcomes from USPTO patents with 853,638 reactions. Task: Predict the reaction yield, written as a fraction of the theoretical maximum amount of product (1.0 means a 100% yield; for example, 0.34 means a 34% yield). The yield is 0.690. The product is [CH:1]1([C:7]2([CH3:18])[C:8](=[O:10])[N:20]([CH3:19])[C:21](=[O:22])[NH:23][C:13]2=[O:15])[CH2:6][CH2:5][CH2:4][CH:3]=[CH:2]1. The reactants are [CH:1]1([C:7]([CH3:18])([C:13]([O:15]CC)=O)[C:8]([O:10]CC)=O)[CH2:6][CH2:5][CH2:4][CH:3]=[CH:2]1.[CH3:19][NH:20][C:21]([NH2:23])=[O:22].[O-]CC.[Na+]. No catalyst specified.